Dataset: Forward reaction prediction with 1.9M reactions from USPTO patents (1976-2016). Task: Predict the product of the given reaction. (1) The product is: [Cl:23][C:20]1[CH:21]=[CH:22][C:17]2[N:18]([C:24]([CH2:25][CH2:26][CH3:27])=[C:15]([CH2:14][N:12]3[CH:11]=[CH:10][N:9]=[C:8]3[C:4]3[CH:5]=[CH:6][CH:7]=[C:2]([F:1])[CH:3]=3)[N:16]=2)[CH:19]=1. Given the reactants [F:1][C:2]1[CH:3]=[C:4]([C:8]2[NH:9][CH:10]=[CH:11][N:12]=2)[CH:5]=[CH:6][CH:7]=1.Cl[CH2:14][C:15]1[N:16]=[C:17]2[CH:22]=[CH:21][C:20]([Cl:23])=[CH:19][N:18]2[C:24]=1[CH2:25][CH2:26][CH3:27].CO.C(Cl)Cl, predict the reaction product. (2) The product is: [Cl:3][C:4]1[CH:9]=[CH:8][CH:7]=[C:6]([Cl:10])[C:5]=1[CH2:11][C:12]1[CH2:14][CH2:18][CH2:17][N:16]=1. Given the reactants O.Cl.[Cl:3][C:4]1[CH:9]=[CH:8][CH:7]=[C:6]([Cl:10])[C:5]=1[CH2:11][C:12]([CH:14]1[CH2:18][CH2:17][N:16](C=C)C1=O)=O, predict the reaction product. (3) Given the reactants Br[C:2]1[S:3][C:4](Br)=[C:5]2[C:11]=1[O:10][CH2:9][C:8]([CH2:19][C:20]1[CH:25]=[CH:24][CH:23]=[CH:22][CH:21]=1)([CH2:12][C:13]1[CH:18]=[CH:17][CH:16]=[CH:15][CH:14]=1)[CH2:7][O:6]2.C[Si:28]([C:31]#C)([CH3:30])[CH3:29].C(Cl)(Cl)Cl.O.C(N[CH:42]([CH3:44])C)(C)C, predict the reaction product. The product is: [CH2:12]([C:8]1([CH2:19][C:20]2[CH:25]=[CH:24][CH:23]=[CH:22][CH:21]=2)[CH:7]([C:42]#[CH:44])[O:6][C:5]2=[C:4]([Si:28]([CH3:29])([CH3:30])[CH3:31])[S:3][C:2]([Si:28]([CH3:31])([CH3:30])[CH3:29])=[C:11]2[O:10][CH2:9]1)[C:13]1[CH:18]=[CH:17][CH:16]=[CH:15][CH:14]=1.